Dataset: Full USPTO retrosynthesis dataset with 1.9M reactions from patents (1976-2016). Task: Predict the reactants needed to synthesize the given product. (1) Given the product [CH:15]([O:14][C:12]([N:9]1[CH2:10][CH2:11][CH2:5][C:6](=[O:24])[C:7]2[CH:21]=[C:20]([Br:22])[C:19]([Cl:23])=[CH:18][C:8]1=2)=[O:13])([CH3:17])[CH3:16], predict the reactants needed to synthesize it. The reactants are: COC([CH:5]1[CH2:11][CH2:10][N:9]([C:12]([O:14][CH:15]([CH3:17])[CH3:16])=[O:13])[C:8]2[CH:18]=[C:19]([Cl:23])[C:20]([Br:22])=[CH:21][C:7]=2[C:6]1=[O:24])=O. (2) The reactants are: C([N:8]1[CH2:12][CH2:11][C@@H:10]([C:13]([C:22]2[CH:27]=[CH:26][CH:25]=[C:24]([O:28]C)[CH:23]=2)([C:16]2[CH:21]=[CH:20][CH:19]=[CH:18][CH:17]=2)[C:14]#[N:15])[CH2:9]1)C1C=CC=CC=1.[OH-:30].[K+].B(Br)(Br)Br.C(Cl)Cl.N. Given the product [OH:28][C:24]1[CH:23]=[C:22]([C@@:13]([C:16]2[CH:17]=[CH:18][CH:19]=[CH:20][CH:21]=2)([CH:10]2[CH2:11][CH2:12][NH:8][CH2:9]2)[C:14]([NH2:15])=[O:30])[CH:27]=[CH:26][CH:25]=1, predict the reactants needed to synthesize it. (3) Given the product [Cl:1][C:2]1[CH:8]=[C:7]([O:9][C:10]2[C:11]3[N:18]([CH3:19])[CH:17]=[CH:16][C:12]=3[N:13]=[CH:14][N:15]=2)[CH:6]=[CH:5][C:3]=1[NH:4][C:36]([NH:35][CH2:27][CH2:28][C:29]1[CH:34]=[CH:33][CH:32]=[CH:31][CH:30]=1)=[O:37], predict the reactants needed to synthesize it. The reactants are: [Cl:1][C:2]1[CH:8]=[C:7]([O:9][C:10]2[C:11]3[N:18]([CH3:19])[CH:17]=[CH:16][C:12]=3[N:13]=[CH:14][N:15]=2)[CH:6]=[CH:5][C:3]=1[NH2:4].C(N(CC)CC)C.[CH2:27]([N:35]=[C:36]=[O:37])[CH2:28][C:29]1[CH:34]=[CH:33][CH:32]=[CH:31][CH:30]=1. (4) Given the product [F:29][CH2:28][CH2:27][CH2:26][C:23]1[CH:22]=[CH:21][C:20]([CH2:19][CH:11]([C:12]([OH:14])=[O:13])[CH2:10][C@@H:9]([C:30]([OH:32])=[O:31])[NH2:8])=[CH:25][CH:24]=1, predict the reactants needed to synthesize it. The reactants are: C(OC([NH:8][C@H:9]([C:30]([O:32]C(C)(C)C)=[O:31])[CH2:10][CH:11]([CH2:19][C:20]1[CH:25]=[CH:24][C:23]([CH2:26][CH2:27][CH2:28][F:29])=[CH:22][CH:21]=1)[C:12]([O:14]C(C)(C)C)=[O:13])=O)(C)(C)C.C1(C)C=CC=CC=1. (5) Given the product [NH2:1][C:2]1[N:7]=[C:6]([O:26][CH2:19][C:20]2[CH:25]=[CH:24][CH:23]=[CH:22][CH:21]=2)[C:5]([C:9]#[N:10])=[C:4]([O:11][CH2:12][C:13]2[CH:18]=[CH:17][CH:16]=[CH:15][N:14]=2)[N:3]=1, predict the reactants needed to synthesize it. The reactants are: [NH2:1][C:2]1[N:7]=[C:6](Cl)[C:5]([C:9]#[N:10])=[C:4]([O:11][CH2:12][C:13]2[CH:18]=[CH:17][CH:16]=[CH:15][N:14]=2)[N:3]=1.[CH2:19]([OH:26])[C:20]1[CH:25]=[CH:24][CH:23]=[CH:22][CH:21]=1.C1CCN2C(=NCCC2)CC1. (6) Given the product [OH:2][C:3]1[CH:8]=[CH:7][C:6]([P:9](=[O:27])([C:19]2[CH:20]=[CH:21][C:22]([OH:25])=[CH:23][CH:24]=2)[C:10]2[CH:15]=[C:14]([CH3:16])[C:13]([CH3:17])=[CH:12][C:11]=2[CH3:18])=[CH:5][CH:4]=1, predict the reactants needed to synthesize it. The reactants are: C[O:2][C:3]1[CH:8]=[CH:7][C:6]([P:9](=[O:27])([C:19]2[CH:24]=[CH:23][C:22]([O:25]C)=[CH:21][CH:20]=2)[C:10]2[CH:15]=[C:14]([CH3:16])[C:13]([CH3:17])=[CH:12][C:11]=2[CH3:18])=[CH:5][CH:4]=1.Br.[K+].[Br-].S([O-])([O-])=O.[Na+].[Na+].CBr. (7) Given the product [NH2:31][CH2:30][C@H:27]1[CH2:28][CH2:29][C@H:24]([C:21]2[CH:20]=[CH:19][C:18]([NH:17][C:15]([C:13]3[O:14][C:10]([NH:9][C:4]4[CH:5]=[CH:6][CH:7]=[CH:8][C:3]=4[F:2])=[N:11][N:12]=3)=[O:16])=[CH:23][CH:22]=2)[CH2:25][CH2:26]1, predict the reactants needed to synthesize it. The reactants are: Cl.[F:2][C:3]1[CH:8]=[CH:7][CH:6]=[CH:5][C:4]=1[NH:9][C:10]1[O:14][C:13]([C:15]([NH:17][C:18]2[CH:23]=[CH:22][C:21]([C@H:24]3[CH2:29][CH2:28][C@H:27]([CH2:30][NH:31]C(=O)OC(C)(C)C)[CH2:26][CH2:25]3)=[CH:20][CH:19]=2)=[O:16])=[N:12][N:11]=1. (8) Given the product [CH3:1][N:2]1[CH:10]=[C:9]2[C:4]([CH:5]=[CH:6][CH:7]=[C:8]2[C@H:11]2[CH2:13][C@H:12]2[CH2:14][NH2:15])=[N:3]1, predict the reactants needed to synthesize it. The reactants are: [CH3:1][N:2]1[CH:10]=[C:9]2[C:4]([CH:5]=[CH:6][CH:7]=[C:8]2[C@H:11]2[CH2:13][C@H:12]2[CH2:14][N:15]2C(=O)C3C(=CC=CC=3)C2=O)=[N:3]1.O.NN.